Dataset: Reaction yield outcomes from USPTO patents with 853,638 reactions. Task: Predict the reaction yield, written as a fraction of the theoretical maximum amount of product (1.0 means a 100% yield; for example, 0.34 means a 34% yield). The reactants are [C:1]([O:5][C:6]([N:8]1[CH2:12][CH2:11][CH2:10][CH:9]1[C:13]1[NH:14][C:15]([C:18]2[CH:23]=[CH:22][C:21]([C:24]3[CH:33]=[CH:32][C:31]4[C:26](=[CH:27][CH:28]=[C:29](B5OC(C)(C)C(C)(C)O5)[CH:30]=4)[CH:25]=3)=[CH:20][CH:19]=2)=[CH:16][N:17]=1)=[O:7])([CH3:4])([CH3:3])[CH3:2].[C:43]([O:47][C:48]([N:50]1[CH:55]([C:56]2[NH:60][C:59]3[CH:61]=[C:62](Br)[CH:63]=[CH:64][C:58]=3[N:57]=2)[CH:54]2[CH2:66][CH:51]1[CH2:52][CH2:53]2)=[O:49])([CH3:46])([CH3:45])[CH3:44].C(=O)([O-])[O-].[K+].[K+]. The catalyst is COCCOC.O.C(OCC)(=O)C.C1C=CC(P(C2C=CC=CC=2)[C-]2C=CC=C2)=CC=1.C1C=CC(P(C2C=CC=CC=2)[C-]2C=CC=C2)=CC=1.Cl[Pd]Cl.[Fe+2].C1C=CC([P]([Pd]([P](C2C=CC=CC=2)(C2C=CC=CC=2)C2C=CC=CC=2)([P](C2C=CC=CC=2)(C2C=CC=CC=2)C2C=CC=CC=2)[P](C2C=CC=CC=2)(C2C=CC=CC=2)C2C=CC=CC=2)(C2C=CC=CC=2)C2C=CC=CC=2)=CC=1. The product is [C:43]([O:47][C:48]([N:50]1[CH:55]([C:56]2[NH:60][C:59]3[CH:61]=[C:62]([C:29]4[CH:28]=[CH:27][C:26]5[C:31](=[CH:32][CH:33]=[C:24]([C:21]6[CH:22]=[CH:23][C:18]([C:15]7[NH:14][C:13]([CH:9]8[CH2:10][CH2:11][CH2:12][N:8]8[C:6]([O:5][C:1]([CH3:4])([CH3:3])[CH3:2])=[O:7])=[N:17][CH:16]=7)=[CH:19][CH:20]=6)[CH:25]=5)[CH:30]=4)[CH:63]=[CH:64][C:58]=3[N:57]=2)[CH:54]2[CH2:66][CH:51]1[CH2:52][CH2:53]2)=[O:49])([CH3:46])([CH3:45])[CH3:44]. The yield is 0.350.